Dataset: Forward reaction prediction with 1.9M reactions from USPTO patents (1976-2016). Task: Predict the product of the given reaction. (1) Given the reactants [C:1]([O:5][C:6](=[O:15])[NH:7][C:8]1[CH:9]=[N:10][CH:11]=[CH:12][C:13]=1[I:14])([CH3:4])([CH3:3])[CH3:2].Cl[CH2:17][C:18]1[O:19][CH:20]=[CH:21][N:22]=1, predict the reaction product. The product is: [C:1]([O:5][C:6](=[O:15])[N:7]([C:8]1[CH:9]=[N:10][CH:11]=[CH:12][C:13]=1[I:14])[CH2:17][C:18]1[O:19][CH:20]=[CH:21][N:22]=1)([CH3:4])([CH3:2])[CH3:3]. (2) The product is: [CH3:19][C:16]1[CH:17]=[CH:18][C:13]([N:3]2[C:4]3[C:9](=[CH:8][CH:7]=[CH:6][CH:5]=3)[C:10]([CH:11]=[O:12])=[C:2]2[N:20]2[CH2:25][CH2:24][NH:23][CH2:22][CH2:21]2)=[CH:14][CH:15]=1. Given the reactants Cl[C:2]1[N:3]([C:13]2[CH:18]=[CH:17][C:16]([CH3:19])=[CH:15][CH:14]=2)[C:4]2[C:9]([C:10]=1[CH:11]=[O:12])=[CH:8][CH:7]=[CH:6][CH:5]=2.[NH:20]1[CH2:25][CH2:24][NH:23][CH2:22][CH2:21]1, predict the reaction product. (3) Given the reactants [F:1][C:2]1([F:35])[CH2:7][CH2:6][CH2:5][N:4]([C:8]([C:10]2[N:11]=[C:12]([C:15]3[CH:31]=[CH:30][C:18]([CH2:19][NH:20][C:21](=[O:29])[CH2:22][C:23]4[CH:28]=[CH:27][CH:26]=[CH:25][CH:24]=4)=[C:17]([N+:32]([O-])=O)[CH:16]=3)[O:13][CH:14]=2)=[O:9])[CH2:3]1, predict the reaction product. The product is: [NH2:32][C:17]1[CH:16]=[C:15]([C:12]2[O:13][CH:14]=[C:10]([C:8]([N:4]3[CH2:5][CH2:6][CH2:7][C:2]([F:35])([F:1])[CH2:3]3)=[O:9])[N:11]=2)[CH:31]=[CH:30][C:18]=1[CH2:19][NH:20][C:21](=[O:29])[CH2:22][C:23]1[CH:24]=[CH:25][CH:26]=[CH:27][CH:28]=1. (4) Given the reactants [NH2:1][C:2]1[C:15]2[C:14](=[O:16])[C:13]([C:17]#[N:18])=[CH:12][N:7]3[C@@H:8]([CH3:11])[CH2:9][O:10][C:5]([C:6]=23)=[C:4](F)[C:3]=1[F:20].[N:21]1[CH:26]=[CH:25][CH:24]=[C:23]([C@@H:27]2[CH2:32][CH2:31][CH2:30][C@H:29]([NH2:33])[CH2:28]2)[CH:22]=1.C(N(C(C)C)CC)(C)C, predict the reaction product. The product is: [NH2:1][C:2]1[C:15]2[C:14](=[O:16])[C:13]([C:17]#[N:18])=[CH:12][N:7]3[C@@H:8]([CH3:11])[CH2:9][O:10][C:5]([C:6]=23)=[C:4]([NH:33][C@H:29]2[CH2:30][CH2:31][CH2:32][C@@H:27]([C:23]3[CH:22]=[N:21][CH:26]=[CH:25][CH:24]=3)[CH2:28]2)[C:3]=1[F:20]. (5) Given the reactants [Li+].C[Si]([N-][Si](C)(C)C)(C)C.[C:11](#[N:13])[CH3:12].[N:14]1[CH:15]=[CH:16][N:17]2[C:22]([C:23]([O:25]C)=O)=[CH:21][CH:20]=[CH:19][C:18]=12.O, predict the reaction product. The product is: [N:14]1[CH:15]=[CH:16][N:17]2[C:22]([C:23](=[O:25])[CH2:12][C:11]#[N:13])=[CH:21][CH:20]=[CH:19][C:18]=12. (6) Given the reactants [CH2:1]([O:3][C:4]([C:6]1[S:10][C:9]2[CH:11]=[C:12](I)[CH:13]=[CH:14][C:8]=2[CH:7]=1)=[O:5])[CH3:2].C([Mg]Br)C.[CH3:20][CH2:21][C:22](=[O:25])[CH2:23][CH3:24], predict the reaction product. The product is: [CH2:1]([O:3][C:4]([C:6]1[S:10][C:9]2[CH:11]=[C:12]([C:22]([CH2:23][CH3:24])([OH:25])[CH2:21][CH3:20])[CH:13]=[CH:14][C:8]=2[CH:7]=1)=[O:5])[CH3:2].